From a dataset of Peptide-MHC class II binding affinity with 134,281 pairs from IEDB. Regression. Given a peptide amino acid sequence and an MHC pseudo amino acid sequence, predict their binding affinity value. This is MHC class II binding data. (1) The peptide sequence is GWNDWENVPFCSHHF. The MHC is HLA-DQA10201-DQB10301 with pseudo-sequence HLA-DQA10201-DQB10301. The binding affinity (normalized) is 0. (2) The peptide sequence is NNPKEWLQVDFQKTMKVTGV. The MHC is DRB1_1001 with pseudo-sequence DRB1_1001. The binding affinity (normalized) is 0. (3) The peptide sequence is SDPKKLVLNIKYTRP. The MHC is DRB1_1101 with pseudo-sequence DRB1_1101. The binding affinity (normalized) is 0.585.